Dataset: Reaction yield outcomes from USPTO patents with 853,638 reactions. Task: Predict the reaction yield, written as a fraction of the theoretical maximum amount of product (1.0 means a 100% yield; for example, 0.34 means a 34% yield). (1) The reactants are [Br:1][C:2]1[CH:3]=[C:4]([CH:9]=[CH:10][C:11]=1[O:12][CH:13]=[CH2:14])[C:5]([O:7][CH3:8])=[O:6].[Zn](CC)[CH2:16]C.ClCI.[NH4+].[Cl-]. The catalyst is C(Cl)Cl.O. The product is [Br:1][C:2]1[CH:3]=[C:4]([CH:9]=[CH:10][C:11]=1[O:12][CH:13]1[CH2:16][CH2:14]1)[C:5]([O:7][CH3:8])=[O:6]. The yield is 0.503. (2) The reactants are Br[C:2]1[N:3]=[C:4]2[CH:10]=[CH:9][NH:8][C:5]2=N[CH:7]=1.F[C:12]1C(B(O)O)=CC=CN=1.C(=O)([O-])[O-].[Na+].[Na+].CCO. The product is [NH:8]1[C:5]2[CH:12]=[CH:7][CH:2]=[N:3][C:4]=2[CH:10]=[CH:9]1. The yield is 0.760. The catalyst is O1CCOCC1.O.C1C=CC([P]([Pd]([P](C2C=CC=CC=2)(C2C=CC=CC=2)C2C=CC=CC=2)([P](C2C=CC=CC=2)(C2C=CC=CC=2)C2C=CC=CC=2)[P](C2C=CC=CC=2)(C2C=CC=CC=2)C2C=CC=CC=2)(C2C=CC=CC=2)C2C=CC=CC=2)=CC=1.